Dataset: Full USPTO retrosynthesis dataset with 1.9M reactions from patents (1976-2016). Task: Predict the reactants needed to synthesize the given product. Given the product [NH2:21][C:22]1[N:23]=[C:24]([NH:29][CH:30]2[CH2:35][CH2:34][CH2:33][N:32]([C:2]3[C:3]4[N:4]([N:16]=[CH:17][N:18]=4)[CH:5]=[C:6]([C:8]4[CH:13]=[CH:12][C:11]([Cl:14])=[CH:10][C:9]=4[Cl:15])[N:7]=3)[CH2:31]2)[S:25][C:26]=1[C:27]#[N:28], predict the reactants needed to synthesize it. The reactants are: Cl[C:2]1[C:3]2[N:4]([N:16]=[CH:17][N:18]=2)[CH:5]=[C:6]([C:8]2[CH:13]=[CH:12][C:11]([Cl:14])=[CH:10][C:9]=2[Cl:15])[N:7]=1.Cl.Cl.[NH2:21][C:22]1[N:23]=[C:24]([NH:29][CH:30]2[CH2:35][CH2:34][CH2:33][NH:32][CH2:31]2)[S:25][C:26]=1[C:27]#[N:28].C(N(CC)C(C)C)(C)C.